This data is from Peptide-MHC class I binding affinity with 185,985 pairs from IEDB/IMGT. The task is: Regression. Given a peptide amino acid sequence and an MHC pseudo amino acid sequence, predict their binding affinity value. This is MHC class I binding data. (1) The peptide sequence is FEFTSFFY. The MHC is HLA-B40:01 with pseudo-sequence HLA-B40:01. The binding affinity (normalized) is 0.0611. (2) The peptide sequence is YTVRGTGKY. The MHC is HLA-A02:19 with pseudo-sequence HLA-A02:19. The binding affinity (normalized) is 0.0847. (3) The peptide sequence is TFHQTLQDPR. The binding affinity (normalized) is 0. The MHC is HLA-A68:02 with pseudo-sequence HLA-A68:02. (4) The peptide sequence is KRWIAVPTWR. The MHC is Mamu-B03 with pseudo-sequence Mamu-B03. The binding affinity (normalized) is 0.755. (5) The peptide sequence is STLNFNNLH. The MHC is HLA-A33:01 with pseudo-sequence HLA-A33:01. The binding affinity (normalized) is 0.364. (6) The peptide sequence is WRQEIGHPK. The MHC is HLA-B07:02 with pseudo-sequence HLA-B07:02. The binding affinity (normalized) is 0.0847. (7) The peptide sequence is GLLCISIMI. The MHC is HLA-A02:01 with pseudo-sequence HLA-A02:01. The binding affinity (normalized) is 0.689. (8) The binding affinity (normalized) is 0. The MHC is HLA-A02:03 with pseudo-sequence HLA-A02:03. The peptide sequence is ETLNEYKQL. (9) The peptide sequence is GLVDIDDEY. The MHC is HLA-A33:01 with pseudo-sequence HLA-A33:01. The binding affinity (normalized) is 0. (10) The peptide sequence is KTWMDIEGR. The MHC is HLA-A68:01 with pseudo-sequence HLA-A68:01. The binding affinity (normalized) is 0.306.